Task: Predict the reaction yield, written as a fraction of the theoretical maximum amount of product (1.0 means a 100% yield; for example, 0.34 means a 34% yield).. Dataset: Reaction yield outcomes from USPTO patents with 853,638 reactions The product is [C:7]1([C:5]2[N:6]=[C:2]([CH2:1][C:38]([CH3:39])=[O:40])[S:3][C:4]=2[C:13]2[N:17]=[CH:16][N:15]([CH:18]3[CH2:23][CH2:22][CH2:21][CH2:20][O:19]3)[N:14]=2)[CH:8]=[CH:9][CH:10]=[CH:11][CH:12]=1. The reactants are [CH3:1][C:2]1[S:3][C:4]([C:13]2[N:17]=[CH:16][N:15]([CH:18]3[CH2:23][CH2:22][CH2:21][CH2:20][O:19]3)[N:14]=2)=[C:5]([C:7]2[CH:12]=[CH:11][CH:10]=[CH:9][CH:8]=2)[N:6]=1.C([Li])CCC.CCCCCC.CON(C)[C:38](=[O:40])[CH3:39]. The yield is 0.740. The catalyst is C1COCC1.CC(O)=O.